Dataset: Full USPTO retrosynthesis dataset with 1.9M reactions from patents (1976-2016). Task: Predict the reactants needed to synthesize the given product. (1) The reactants are: Cl[C:2]1[CH:7]=[CH:6][N:5]=[C:4]2[N:8]([C:11]3[CH:16]=[CH:15][CH:14]=[CH:13][CH:12]=3)[CH:9]=[CH:10][C:3]=12.[CH2:17]([Mg]Cl)[CH2:18][CH3:19]. Given the product [C:11]1([N:8]2[C:4]3=[N:5][CH:6]=[CH:7][C:2]([CH2:17][CH2:18][CH3:19])=[C:3]3[CH:10]=[CH:9]2)[CH:16]=[CH:15][CH:14]=[CH:13][CH:12]=1, predict the reactants needed to synthesize it. (2) The reactants are: [C:1]([CH:3]1[CH2:8][CH2:7][N:6]([C:9]([O:11][C:12]([CH3:15])([CH3:14])[CH3:13])=[O:10])[CH2:5][CH2:4]1)#[N:2].[N-:16]=[N+:17]=[N-:18].[Na+].[Cl-].[NH4+]. Given the product [N:2]1[NH:16][N:17]=[N:18][C:1]=1[CH:3]1[CH2:8][CH2:7][N:6]([C:9]([O:11][C:12]([CH3:15])([CH3:14])[CH3:13])=[O:10])[CH2:5][CH2:4]1, predict the reactants needed to synthesize it. (3) Given the product [C:16]([O:20][C:21](=[O:27])[NH:22][CH2:23][C@H:24]([OH:25])[CH2:26][NH:1][C:2]1[CH:3]=[C:4]2[C:8](=[C:9]([F:11])[CH:10]=1)[N:7]([CH:12]1[CH2:13][CH2:14]1)[C:6](=[O:15])[CH2:5]2)([CH3:18])([CH3:17])[CH3:19], predict the reactants needed to synthesize it. The reactants are: [NH2:1][C:2]1[CH:3]=[C:4]2[C:8](=[C:9]([F:11])[CH:10]=1)[N:7]([CH:12]1[CH2:14][CH2:13]1)[C:6](=[O:15])[CH2:5]2.[C:16]([O:20][C:21](=[O:27])[NH:22][CH2:23][C@H:24]1[CH2:26][O:25]1)([CH3:19])([CH3:18])[CH3:17].FC(F)(F)S([O-])(=O)=O.[Li+]. (4) Given the product [CH3:47][C:42]1[C:41]([NH:40][C:36]2[CH:35]=[C:34]([C:2]#[C:1][C:3]3[N:7]4[CH:8]=[C:9]([C:12]5[CH:13]=[CH:14][C:15]([C:16]([N:18]6[CH2:23][CH2:22][N:21]([C:24]([O:26][C:27]([CH3:28])([CH3:29])[CH3:30])=[O:25])[CH2:20][CH2:19]6)=[O:17])=[CH:31][CH:32]=5)[CH:10]=[CH:11][C:6]4=[N:5][CH:4]=3)[CH:39]=[CH:38][N:37]=2)=[CH:46][CH:45]=[CH:44][N:43]=1, predict the reactants needed to synthesize it. The reactants are: [C:1]([C:3]1[N:7]2[CH:8]=[C:9]([C:12]3[CH:32]=[CH:31][C:15]([C:16]([N:18]4[CH2:23][CH2:22][N:21]([C:24]([O:26][C:27]([CH3:30])([CH3:29])[CH3:28])=[O:25])[CH2:20][CH2:19]4)=[O:17])=[CH:14][CH:13]=3)[CH:10]=[CH:11][C:6]2=[N:5][CH:4]=1)#[CH:2].Br[C:34]1[CH:39]=[CH:38][N:37]=[C:36]([NH:40][C:41]2[C:42]([CH3:47])=[N:43][CH:44]=[CH:45][CH:46]=2)[CH:35]=1. (5) Given the product [Si:1]([O:8][C:9]1[CH:15]=[CH:14][C:13]([N+:16]([O-:18])=[O:17])=[CH:12][C:10]=1[NH:11][C:27](=[O:28])[CH2:26][Cl:25])([C:4]([CH3:7])([CH3:6])[CH3:5])([CH3:3])[CH3:2], predict the reactants needed to synthesize it. The reactants are: [Si:1]([O:8][C:9]1[CH:15]=[CH:14][C:13]([N+:16]([O-:18])=[O:17])=[CH:12][C:10]=1[NH2:11])([C:4]([CH3:7])([CH3:6])[CH3:5])([CH3:3])[CH3:2].N1C=CC=CC=1.[Cl:25][CH2:26][C:27](Cl)=[O:28]. (6) Given the product [Br:17][C:16]1[C:12]([C:5]2[CH:6]=[CH:7][C:2]([F:1])=[CH:3][CH:4]=2)=[N:13][S:14][C:15]=1[NH:18][C:19]([C@@H:21]1[CH2:23][C@H:22]1[CH3:24])=[O:20], predict the reactants needed to synthesize it. The reactants are: [F:1][C:2]1[CH:7]=[CH:6][C:5](B(O)O)=[CH:4][CH:3]=1.Br[C:12]1[C:16]([Br:17])=[C:15]([NH:18][C:19]([C@@H:21]2[CH2:23][C@H:22]2[CH3:24])=[O:20])[S:14][N:13]=1. (7) Given the product [C:18]([N:21]1[C:29]2[C:24](=[CH:25][C:26]([NH:30][C:6](=[O:8])[C:5]3[CH:9]=[CH:10][C:2]([CH3:1])=[N:3][C:4]=3[N:11]3[CH2:16][CH2:15][CH:14]([CH3:17])[CH2:13][CH2:12]3)=[CH:27][CH:28]=2)[CH2:23][CH2:22]1)(=[O:20])[CH3:19], predict the reactants needed to synthesize it. The reactants are: [CH3:1][C:2]1[CH:10]=[CH:9][C:5]([C:6]([OH:8])=O)=[C:4]([N:11]2[CH2:16][CH2:15][CH:14]([CH3:17])[CH2:13][CH2:12]2)[N:3]=1.[C:18]([N:21]1[C:29]2[C:24](=[CH:25][C:26]([NH2:30])=[CH:27][CH:28]=2)[CH2:23][CH2:22]1)(=[O:20])[CH3:19].O.ON1C2C=CC=CC=2N=N1.CN(C)CCCN=C=NCC. (8) Given the product [CH3:1][C:2]1[CH:3]([C:10]2[CH:17]=[CH:16][CH:15]=[CH:14][C:11]=2[CH:12]=[N:27][C:26]2[C:28]([CH:32]([CH3:33])[CH3:34])=[CH:29][CH:30]=[CH:31][C:25]=2[CH:22]([CH3:24])[CH3:23])[C:4]([CH3:9])=[C:5]([CH3:8])[C:6]=1[CH3:7], predict the reactants needed to synthesize it. The reactants are: [CH3:1][C:2]1[CH:3]([C:10]2[CH:17]=[CH:16][CH:15]=[CH:14][C:11]=2[CH:12]=O)[C:4]([CH3:9])=[C:5]([CH3:8])[C:6]=1[CH3:7].C(O)(=O)C.[CH:22]([C:25]1[CH:31]=[CH:30][CH:29]=[C:28]([CH:32]([CH3:34])[CH3:33])[C:26]=1[NH2:27])([CH3:24])[CH3:23]. (9) The reactants are: [NH2:1][C:2]1[CH:10]=[CH:9][C:8]([C:11]([F:14])([F:13])[F:12])=[CH:7][C:3]=1[C:4]([OH:6])=O.CCN=C=NCCCN(C)C.CCN(C(C)C)C(C)C.C1C=CC2N(O)N=NC=2C=1.[CH3:45][C:46]([NH2:50])([C:48]#[CH:49])[CH3:47]. Given the product [NH2:1][C:2]1[CH:10]=[CH:9][C:8]([C:11]([F:14])([F:13])[F:12])=[CH:7][C:3]=1[C:4]([NH:50][C:46]([CH3:47])([C:48]#[CH:49])[CH3:45])=[O:6], predict the reactants needed to synthesize it. (10) Given the product [NH2:1][C:2]([NH:4][C:5]1[C:6]([C:18]([NH2:20])=[O:19])=[N:7][N:8]([C:10]2[CH:15]=[CH:14][C:13]([C:25]3[CH:26]=[CH:27][C:22]([OH:21])=[CH:23][CH:24]=3)=[C:12]([Cl:17])[CH:11]=2)[CH:9]=1)=[O:3], predict the reactants needed to synthesize it. The reactants are: [NH2:1][C:2]([NH:4][C:5]1[C:6]([C:18]([NH2:20])=[O:19])=[N:7][N:8]([C:10]2[CH:15]=[CH:14][C:13](I)=[C:12]([Cl:17])[CH:11]=2)[CH:9]=1)=[O:3].[OH:21][C:22]1[CH:27]=[CH:26][C:25](B(O)O)=[CH:24][CH:23]=1.